From a dataset of Full USPTO retrosynthesis dataset with 1.9M reactions from patents (1976-2016). Predict the reactants needed to synthesize the given product. (1) The reactants are: [NH2:1][C:2]1[CH:30]=[CH:29][C:5]2[NH:6][C:7]([C:12]3[C:13](=[O:28])[N:14]([CH2:23][CH2:24][CH:25]([CH3:27])[CH3:26])[C:15]4[C:20]([C:21]=3[OH:22])=[CH:19][CH:18]=[CH:17][N:16]=4)=[N:8][S:9](=[O:11])(=[O:10])[C:4]=2[CH:3]=1.[F:31][C:32]([F:39])([F:38])[CH2:33][S:34](Cl)(=[O:36])=[O:35]. Given the product [F:31][C:32]([F:39])([F:38])[CH2:33][S:34]([NH:1][C:2]1[CH:30]=[CH:29][C:5]2[NH:6][C:7]([C:12]3[C:13](=[O:28])[N:14]([CH2:23][CH2:24][CH:25]([CH3:27])[CH3:26])[C:15]4[C:20]([C:21]=3[OH:22])=[CH:19][CH:18]=[CH:17][N:16]=4)=[N:8][S:9](=[O:11])(=[O:10])[C:4]=2[CH:3]=1)(=[O:36])=[O:35], predict the reactants needed to synthesize it. (2) Given the product [N+:1]([C:4]1[CH:5]=[C:6]2[C:10](=[CH:11][CH:12]=1)[C:9](=[O:13])[N:8]([CH2:22][C:23]([O:25][C:26]([CH3:29])([CH3:28])[CH3:27])=[O:24])[C:7]2=[O:14])([O-:3])=[O:2], predict the reactants needed to synthesize it. The reactants are: [N+:1]([C:4]1[CH:5]=[C:6]2[C:10](=[CH:11][CH:12]=1)[C:9](=[O:13])[NH:8][C:7]2=[O:14])([O-:3])=[O:2].C(=O)([O-])[O-].[K+].[K+].Br[CH2:22][C:23]([O:25][C:26]([CH3:29])([CH3:28])[CH3:27])=[O:24]. (3) Given the product [CH3:1][N:2]1[CH2:7][CH2:6][C@@H:5]2[CH2:8][CH2:9][C@H:10]([C:12]([OH:14])=[O:13])[CH2:11][N:4]2[C:3]1=[O:16], predict the reactants needed to synthesize it. The reactants are: [CH3:1][N:2]1[CH2:7][CH2:6][C@@H:5]2[CH2:8][CH2:9][C@H:10]([C:12]([O:14]C)=[O:13])[CH2:11][N:4]2[C:3]1=[O:16].[Li+].[OH-]. (4) Given the product [Cl:73][C:72]1[C:63]([CH2:62][N:58]2[CH2:59][CH2:60][CH2:61][C@H:56]([NH:55][CH3:54])[CH2:57]2)=[C:64]([O:89][C:90]([F:92])([F:91])[F:93])[CH:65]=[C:66]2[C:71]=1[NH:70][C:69](=[O:74])[N:68]([CH2:75][C:76]1[CH:81]=[C:80]([Cl:82])[CH:79]=[CH:78][C:77]=1[S:83]([CH2:86][CH3:87])(=[O:85])=[O:84])[C:67]2=[O:88], predict the reactants needed to synthesize it. The reactants are: ClC1C(C=O)=C(OC(F)(F)F)C=C2C=1NC(=O)N(CC1C=C(Cl)C=CC=1S(CC)(=O)=O)C2=O.C(OC(=O)N(C)[C@H]1CCCNC1)(C)(C)C.C(O[C:54](=O)[NH:55][C@H:56]1[CH2:61][CH2:60][CH2:59][N:58]([CH2:62][C:63]2[C:72]([Cl:73])=[C:71]3[C:66]([C:67](=[O:88])[N:68]([CH2:75][C:76]4[CH:81]=[C:80]([Cl:82])[CH:79]=[CH:78][C:77]=4[S:83]([CH2:86][CH3:87])(=[O:85])=[O:84])[C:69](=[O:74])[NH:70]3)=[CH:65][C:64]=2[O:89][C:90]([F:93])([F:92])[F:91])[CH2:57]1)(C)(C)C. (5) Given the product [C:25]1([C:19]2[CH:20]=[N:21][C:22]3[C:17]([N:18]=2)=[CH:16][C:15]([CH:13]=[O:14])=[CH:24][CH:23]=3)[CH:26]=[CH:27][CH:28]=[CH:29][CH:30]=1, predict the reactants needed to synthesize it. The reactants are: CC(C[AlH]CC(C)C)C.CON(C)[C:13]([C:15]1[CH:16]=[C:17]2[C:22](=[CH:23][CH:24]=1)[N:21]=[CH:20][C:19]([C:25]1[CH:30]=[CH:29][CH:28]=[CH:27][CH:26]=1)=[N:18]2)=[O:14].C(C(C(C([O-])=O)O)O)([O-])=O.[Na+].[K+].